From a dataset of Reaction yield outcomes from USPTO patents with 853,638 reactions. Predict the reaction yield, written as a fraction of the theoretical maximum amount of product (1.0 means a 100% yield; for example, 0.34 means a 34% yield). (1) The yield is 0.900. The product is [CH3:29][O:28][CH2:27][O:26][CH:24]([CH3:25])[C:2](=[O:1])[CH2:3][N:4]1[C:9]([C:10]2[CH:11]=[C:12]([CH3:16])[CH:13]=[CH:14][CH:15]=2)=[CH:8][C:7]([C:17]([F:18])([F:19])[F:20])=[C:6]([C:21]#[N:22])[C:5]1=[O:23]. The catalyst is C(Cl)Cl.[Ru]([O-])(=O)(=O)=O.C([N+](CCC)(CCC)CCC)CC. The reactants are [OH:1][CH:2]([CH:24]([O:26][CH2:27][O:28][CH3:29])[CH3:25])[CH2:3][N:4]1[C:9]([C:10]2[CH:11]=[C:12]([CH3:16])[CH:13]=[CH:14][CH:15]=2)=[CH:8][C:7]([C:17]([F:20])([F:19])[F:18])=[C:6]([C:21]#[N:22])[C:5]1=[O:23].C[N+]1([O-])CCOCC1. (2) The reactants are [CH2:1]([O:3][C:4]([C:6]1[CH2:10][C:9]([O-:11])=[C:8](C(OC)=O)[C:7]=1[CH2:16][CH3:17])=[O:5])[CH3:2].[Na+].[Cl-].[K+].CC(O)=O.C([O-])(O)=O.[Na+]. The catalyst is O.C1(C)C=CC=CC=1. The product is [CH2:16]([C:7]1[CH:6]([C:4]([O:3][CH2:1][CH3:2])=[O:5])[CH2:10][C:9](=[O:11])[CH:8]=1)[CH3:17]. The yield is 0.690.